Dataset: hERG Central: cardiac toxicity at 1µM, 10µM, and general inhibition. Task: Predict hERG channel inhibition at various concentrations. (1) The compound is O=C(COc1ccc([N+](=O)[O-])cc1)N1CCc2ccccc2C1. Results: hERG_inhib (hERG inhibition (general)): blocker. (2) The molecule is CN(C)CCCNC(=O)c1ccc(Cl)c(S(=O)(=O)N2CCCCCC2)c1.Cl. Results: hERG_inhib (hERG inhibition (general)): blocker. (3) The compound is Cc1ccc2c(c1)cc(CN(Cc1cccnc1)C(=O)c1ccccc1)c1nnnn12. Results: hERG_inhib (hERG inhibition (general)): blocker. (4) The drug is Cc1[nH]c2ccc(Br)cc2c(=O)c1CN1CCCCCC1. Results: hERG_inhib (hERG inhibition (general)): blocker. (5) The molecule is CCn1cc(C(=O)NCCCN2CCCC(C)C2)c(=O)c2cc(S(=O)(=O)N3CCc4ccccc4C3)ccc21. Results: hERG_inhib (hERG inhibition (general)): blocker. (6) The drug is Cc1cc(NCCCn2ccnc2)n2ncc(-c3ccccc3)c2n1. Results: hERG_inhib (hERG inhibition (general)): blocker. (7) Results: hERG_inhib (hERG inhibition (general)): blocker. The compound is Cc1cc(=O)n2c3ccccc3n(CC(O)CN3CCCCC3)c2c1C#N. (8) Results: hERG_inhib (hERG inhibition (general)): blocker. The drug is Cc1ccccc1OCc1n(CC(=O)OC2CC(C)CCC2C(C)C)c2ccccc2[n+]1C.[Cl-]. (9) The molecule is CCc1noc(C)c1C(=O)Nc1ccc(Cl)c(S(=O)(=O)N2CCCCC2)c1. Results: hERG_inhib (hERG inhibition (general)): blocker.